From a dataset of Experimentally validated miRNA-target interactions with 360,000+ pairs, plus equal number of negative samples. Binary Classification. Given a miRNA mature sequence and a target amino acid sequence, predict their likelihood of interaction. (1) The miRNA is mmu-miR-28b with sequence AGGAGCUCACAAUCUAUUUAG. The protein sequence of the target gene is MVAAAMLLRSCPVLSQGPTGLLGKVAKTYQFLFSIGRCPILATQGPTCSQIHLKATKAGGDSPSWAKSHCPFMLSELQDRKSKIVQRAAPEVQEDVKTFKTDLLSTMDSTTRSHSFPSFQEPEQTEGAVPHLIQNNMTGSQAFGYDQFFRDKIMEKKQDHTYRVFKTVNRWANAYPFAQHFSEASMASKDVSVWCSNDYLGISRHPRVLQAIEETLKNHGAGAGGTRNISGTSKFHVELEQELAELHQKDSALLFSSCFVANDSTLFTLAKLLPGCEIYSDAGNHASMIQGIRNSGAAKF.... Result: 0 (no interaction). (2) The miRNA is hsa-miR-335-5p with sequence UCAAGAGCAAUAACGAAAAAUGU. The protein sequence of the target gene is MGDQRPQDRPSSPGMDSTPWYCDKPPSKYFAKRKHRRLRFPPVDTQNWVFVTEGMDDFRYGCQSPEDTLVCRRDEFLLPKISLRGPQADPKSRKKKLLKKAALFSKLSPAQPARKAFVEEVEAQLMTKHPLAMYPNLGEDMPPDLLLQVLKPLDPERKLEDAGSCEGQEKTTDEPTEPGKYPCGEFSPRPPETRVSCLPPEPPKTPVSSLRPEPPETGVSHLRPQPPKTQVSSLHLEPPETGVSHLRPEPPKTQVSSLHLEPPETGVSHLYLEPPGTGVSHLCPEPPKTRVSHLHREPPE.... Result: 1 (interaction). (3) The miRNA is mmu-miR-673-5p with sequence CUCACAGCUCUGGUCCUUGGAG. The protein sequence of the target gene is MFLTAVLLRGRIPGRQWIGKHRRPRTVSFQAKESMIRRLEVEAENHYWLSMPYMTAEQECGHAAERRAQAFEAIKAAATSKFPKHRYIADQLDHLNISKKWS. Result: 1 (interaction).